From a dataset of Full USPTO retrosynthesis dataset with 1.9M reactions from patents (1976-2016). Predict the reactants needed to synthesize the given product. (1) The reactants are: C([O:4][C:5]([C:7]1[C:12]([C:13]([N:15]2[CH2:20][C:19](=[O:21])[N:18]([CH2:22][C:23]3[CH:28]=[CH:27][C:26]([F:29])=[CH:25][CH:24]=3)[C:17](=[O:30])[CH2:16]2)=[O:14])=[CH:11][CH:10]=[CH:9][N:8]=1)=O)(C)C.C[O-].[Na+]. Given the product [F:29][C:26]1[CH:27]=[CH:28][C:23]([CH2:22][N:18]2[C:17](=[O:30])[C:16]3[N:15]([C:13](=[O:14])[C:12]4[CH:11]=[CH:10][CH:9]=[N:8][C:7]=4[C:5]=3[OH:4])[CH2:20][C:19]2=[O:21])=[CH:24][CH:25]=1, predict the reactants needed to synthesize it. (2) Given the product [CH2:28]([N:24]1[CH:23]=[C:22]2[C:26]([CH:27]=[C:19]([C:11]3[CH:10]=[C:9]([C:5]4[CH:6]=[CH:7][CH:8]=[C:3]([CH2:2][NH:1][CH:35]5[CH2:41][CH2:40][CH2:39][CH2:38][CH2:37][CH2:36]5)[CH:4]=4)[N:17]4[C:12]=3[C:13]([NH2:18])=[N:14][CH:15]=[N:16]4)[CH:20]=[CH:21]2)=[N:25]1)[C:29]1[CH:34]=[CH:33][CH:32]=[CH:31][CH:30]=1, predict the reactants needed to synthesize it. The reactants are: [NH2:1][CH2:2][C:3]1[CH:4]=[C:5]([C:9]2[N:17]3[C:12]([C:13]([NH2:18])=[N:14][CH:15]=[N:16]3)=[C:11]([C:19]3[CH:20]=[CH:21][C:22]4[C:26]([CH:27]=3)=[N:25][N:24]([CH2:28][C:29]3[CH:34]=[CH:33][CH:32]=[CH:31][CH:30]=3)[CH:23]=4)[CH:10]=2)[CH:6]=[CH:7][CH:8]=1.[C:35]1(=O)[CH2:41][CH2:40][CH2:39][CH2:38][CH2:37][CH2:36]1. (3) Given the product [NH:15]1[CH2:16][CH2:17][CH:12]([N:3]2[C:2](=[O:1])[CH2:11][C:10]3[C:5](=[CH:6][CH:7]=[CH:8][CH:9]=3)[CH2:4]2)[CH2:13][CH2:14]1, predict the reactants needed to synthesize it. The reactants are: [O:1]=[C:2]1[CH2:11][C:10]2[C:5](=[CH:6][CH:7]=[CH:8][CH:9]=2)[CH2:4][N:3]1[CH:12]1[CH2:17][CH2:16][N:15](C(OC(C)(C)C)=O)[CH2:14][CH2:13]1.N1CCC(C2CC3C(=CC=CC=3)NC2=O)CC1. (4) Given the product [CH:16]([CH:13]1[CH2:12][CH2:11][N:10]([C:5]2[CH:4]=[CH:3][C:2]([NH:1][C:36]([NH:35][C:34]3[C:30]([CH3:29])=[N:31][O:32][C:33]=3[CH3:38])=[O:37])=[CH:9][C:6]=2[C:7]#[N:8])[CH2:15][CH2:14]1)([C:17]1[CH:18]=[CH:19][CH:20]=[CH:21][CH:22]=1)[C:23]1[CH:24]=[CH:25][CH:26]=[CH:27][CH:28]=1, predict the reactants needed to synthesize it. The reactants are: [NH2:1][C:2]1[CH:3]=[CH:4][C:5]([N:10]2[CH2:15][CH2:14][CH:13]([CH:16]([C:23]3[CH:28]=[CH:27][CH:26]=[CH:25][CH:24]=3)[C:17]3[CH:22]=[CH:21][CH:20]=[CH:19][CH:18]=3)[CH2:12][CH2:11]2)=[C:6]([CH:9]=1)[C:7]#[N:8].[CH3:29][C:30]1[C:34]([N:35]=[C:36]=[O:37])=[C:33]([CH3:38])[O:32][N:31]=1. (5) Given the product [CH3:1][C:2]1[O:3][C:4]([C:8](=[O:10])[CH3:9])=[C:5]([CH3:7])[N:6]=1, predict the reactants needed to synthesize it. The reactants are: [CH3:1][C:2]1[O:3][C:4]([CH:8]([OH:10])[CH3:9])=[C:5]([CH3:7])[N:6]=1. (6) Given the product [CH3:1][O:2][C:3]1[CH:12]=[CH:11][CH:10]=[C:9]([C:13]2[N:14]=[CH:15][CH:16]=[CH:17][N:18]=2)[C:4]=1[C:5]([OH:7])=[O:6], predict the reactants needed to synthesize it. The reactants are: [CH3:1][O:2][C:3]1[CH:12]=[CH:11][CH:10]=[C:9]([C:13]2[N:18]=[CH:17][CH:16]=[CH:15][N:14]=2)[C:4]=1[C:5]([O:7]C)=[O:6].[OH-].[Na+]. (7) Given the product [CH:13]1([CH2:16][O:17][C:7]2[C:8]([C:22]3[CH:21]=[CH:20][C:19]([Cl:18])=[CH:24][C:23]=3[Cl:25])=[CH:9][C:4]([C:3]([NH:29][C@@H:30]3[CH2:35][CH2:34][CH2:33][CH2:32][C@H:31]3[OH:36])=[O:12])=[CH:5][N:6]=2)[CH2:15][CH2:14]1, predict the reactants needed to synthesize it. The reactants are: CO[C:3](=[O:12])[C:4]1[CH:9]=[C:8](Br)[C:7](Cl)=[N:6][CH:5]=1.[CH:13]1([CH2:16][OH:17])[CH2:15][CH2:14]1.[Cl:18][C:19]1[CH:24]=[C:23]([Cl:25])[CH:22]=[CH:21][C:20]=1B(O)O.[NH2:29][C@@H:30]1[CH2:35][CH2:34][CH2:33][CH2:32][C@H:31]1[OH:36]. (8) Given the product [Br:1][C:2]1[C:3]2[C:7]([CH:8]=[CH:9][CH:10]=1)=[N:6][N:5]([CH2:12][C:13]1[CH:18]=[CH:17][CH:16]=[C:15]([C:19]([F:20])([F:21])[F:22])[CH:14]=1)[CH:4]=2, predict the reactants needed to synthesize it. The reactants are: [Br:1][C:2]1[CH:10]=[CH:9][CH:8]=[C:7]2[C:3]=1[CH:4]=[N:5][NH:6]2.Br[CH2:12][C:13]1[CH:18]=[CH:17][CH:16]=[C:15]([C:19]([F:22])([F:21])[F:20])[CH:14]=1. (9) Given the product [Cl:25][C:6]1[CH:5]=[C:4]([CH2:3][OH:2])[CH:9]=[CH:8][C:7]=1[CH:10]([CH3:24])[C:11]([C:17]1[CH:22]=[CH:21][N:20]=[C:19]([Cl:23])[CH:18]=1)([OH:16])[C:12]([F:15])([F:14])[F:13], predict the reactants needed to synthesize it. The reactants are: C[O:2][C:3](=O)[C:4]1[CH:9]=[CH:8][C:7]([CH:10]([CH3:24])[C:11]([C:17]2[CH:22]=[CH:21][N:20]=[C:19]([Cl:23])[CH:18]=2)([OH:16])[C:12]([F:15])([F:14])[F:13])=[C:6]([Cl:25])[CH:5]=1.CC(C[AlH]CC(C)C)C.